Dataset: Full USPTO retrosynthesis dataset with 1.9M reactions from patents (1976-2016). Task: Predict the reactants needed to synthesize the given product. (1) Given the product [C:1]([C:4]1[CH:5]=[C:6]([C:30]2[CH:35]=[CH:34][C:33]([CH2:36][N:37]3[CH2:38][CH2:39][O:40][CH2:41][CH2:42]3)=[C:32]([CH3:43])[CH:31]=2)[CH:7]=[C:8]2[C:16]=1[NH:15][C:14]1[CH:13]=[C:12]([CH:17]3[CH2:22][CH2:21][N:20]([C:23]([O:25][C:26]([CH3:29])([CH3:28])[CH3:27])=[O:24])[CH2:19][CH2:18]3)[CH:11]=[CH:10][C:9]2=1)(=[O:3])[NH2:2], predict the reactants needed to synthesize it. The reactants are: [C:1]([C:4]1[CH:5]=[C:6]([C:30]2[CH:35]=[CH:34][C:33]([CH2:36][N:37]3[CH2:42][CH2:41][O:40][CH2:39][CH2:38]3)=[C:32]([CH3:43])[CH:31]=2)[CH:7]=[C:8]2[C:16]=1[NH:15][C:14]1[CH:13]=[C:12]([C:17]3[CH2:22][CH2:21][N:20]([C:23]([O:25][C:26]([CH3:29])([CH3:28])[CH3:27])=[O:24])[CH2:19][CH:18]=3)[CH:11]=[CH:10][C:9]2=1)(=[O:3])[NH2:2]. (2) Given the product [Cl:8][C:9]1[CH:16]=[CH:15][CH:14]=[CH:13][C:10]=1[CH2:11][NH:12][CH:3]=[CH:4][C:5](=[O:7])[CH3:6], predict the reactants needed to synthesize it. The reactants are: CO[CH:3]=[CH:4][C:5](=[O:7])[CH3:6].[Cl:8][C:9]1[CH:16]=[CH:15][CH:14]=[CH:13][C:10]=1[CH2:11][NH2:12]. (3) Given the product [NH:15]1[CH:16]=[C:12]([C:8]([C:4]2[CH:3]=[C:2]([NH:1][S:31]([CH2:29][CH3:30])(=[O:33])=[O:32])[CH:7]=[CH:6][CH:5]=2)=[C:9]([CH3:10])[CH3:11])[N:13]=[CH:14]1, predict the reactants needed to synthesize it. The reactants are: [NH2:1][C:2]1[CH:3]=[C:4]([C:8]([C:12]2[N:13]=[CH:14][N:15](S(N(C)C)(=O)=O)[CH:16]=2)=[C:9]([CH3:11])[CH3:10])[CH:5]=[CH:6][CH:7]=1.N1C=CC=CC=1.[CH2:29]([S:31](Cl)(=[O:33])=[O:32])[CH3:30].